Dataset: Forward reaction prediction with 1.9M reactions from USPTO patents (1976-2016). Task: Predict the product of the given reaction. (1) Given the reactants [F:1][C:2]1[CH:3]=[N:4][C:5]2[C:10]([CH:11]=1)=[CH:9][CH:8]=[CH:7][C:6]=2[N+:12]([O-])=O.[F:15][C:16]1[CH:17]=[N:18][C:19]2[C:24]([CH:25]=1)=[C:23]([N+:26]([O-])=O)[CH:22]=[CH:21][CH:20]=2.O.O.[Sn](Cl)Cl, predict the reaction product. The product is: [F:1][C:2]1[CH:3]=[N:4][C:5]2[C:10]([CH:11]=1)=[CH:9][CH:8]=[CH:7][C:6]=2[NH2:12].[F:15][C:16]1[CH:17]=[N:18][C:19]2[CH:20]=[CH:21][CH:22]=[C:23]([NH2:26])[C:24]=2[CH:25]=1. (2) Given the reactants C(OC([NH:11][C@@H:12]([CH:22]([CH3:25])[CH2:23][CH3:24])[CH2:13][NH:14][C:15](=[O:21])[O:16][C:17]([CH3:20])([CH3:19])[CH3:18])=O)C1C=CC=CC=1, predict the reaction product. The product is: [NH2:11][C@@H:12]([CH:22]([CH3:25])[CH2:23][CH3:24])[CH2:13][NH:14][C:15](=[O:21])[O:16][C:17]([CH3:18])([CH3:19])[CH3:20].